This data is from Catalyst prediction with 721,799 reactions and 888 catalyst types from USPTO. The task is: Predict which catalyst facilitates the given reaction. Reactant: [CH3:1][NH:2][S:3]([C:6]1[CH:15]=[C:14]2[C:9]([C:10]([C:17]([OH:19])=O)=[CH:11][NH:12][C:13]2=[O:16])=[CH:8][CH:7]=1)(=[O:5])=[O:4].C1N=CN(C(N2C=NC=C2)=O)C=1.[NH2:32][CH2:33][C@@H:34]([OH:51])[CH2:35][N:36]1[CH2:41][CH2:40][CH:39]([O:42][C:43]2[CH:48]=[CH:47][C:46]([Cl:49])=[C:45]([Cl:50])[CH:44]=2)[CH2:38][CH2:37]1.O. Product: [Cl:50][C:45]1[CH:44]=[C:43]([CH:48]=[CH:47][C:46]=1[Cl:49])[O:42][CH:39]1[CH2:38][CH2:37][N:36]([CH2:35][C@H:34]([OH:51])[CH2:33][NH:32][C:17]([C:10]2[C:9]3[C:14](=[CH:15][C:6]([S:3]([NH:2][CH3:1])(=[O:4])=[O:5])=[CH:7][CH:8]=3)[C:13](=[O:16])[NH:12][CH:11]=2)=[O:19])[CH2:41][CH2:40]1. The catalyst class is: 9.